This data is from Full USPTO retrosynthesis dataset with 1.9M reactions from patents (1976-2016). The task is: Predict the reactants needed to synthesize the given product. (1) Given the product [C:24]([O:28][N:29]=[C:6]1[C:5]2[C:10](=[CH:11][C:2]([Br:1])=[CH:3][CH:4]=2)[O:9][C:8]([C:12]2[N:13]=[CH:14][C:15]3[C:20]([CH:21]=2)=[CH:19][CH:18]=[CH:17][CH:16]=3)=[CH:7]1)([CH3:27])([CH3:26])[CH3:25], predict the reactants needed to synthesize it. The reactants are: [Br:1][C:2]1[CH:11]=[C:10]2[C:5]([C:6](=O)[CH:7]=[C:8]([C:12]3[N:13]=[CH:14][C:15]4[C:20]([CH:21]=3)=[CH:19][CH:18]=[CH:17][CH:16]=4)[O:9]2)=[CH:4][CH:3]=1.Cl.[C:24]([O:28][NH2:29])([CH3:27])([CH3:26])[CH3:25]. (2) Given the product [CH:25]1([NH:28][C:9](=[O:10])[C:8]([C:5]2[CH:4]=[CH:3][C:2]([F:1])=[CH:7][CH:6]=2)=[CH:12][C:13]2[CH:14]=[CH:15][C:16](/[CH:19]=[CH:20]/[C:21]([O:23][CH3:24])=[O:22])=[CH:17][CH:18]=2)[CH2:27][CH2:26]1, predict the reactants needed to synthesize it. The reactants are: [F:1][C:2]1[CH:7]=[CH:6][C:5]([C:8](=[CH:12][C:13]2[CH:18]=[CH:17][C:16](/[CH:19]=[CH:20]/[C:21]([O:23][CH3:24])=[O:22])=[CH:15][CH:14]=2)[C:9](O)=[O:10])=[CH:4][CH:3]=1.[CH:25]1([NH2:28])[CH2:27][CH2:26]1.CCN=C=NCCCN(C)C.C1C=CC2N(O)N=NC=2C=1.C(N(CC)CC)C. (3) Given the product [C:1]([O:4][C@H:5]1[C@H:9]([O:10][C:11](=[O:13])[CH3:12])[C@@H:8]([CH2:14][O:15][Si:16]([CH:23]([CH3:25])[CH3:24])([CH:20]([CH3:22])[CH3:21])[CH:17]([CH3:19])[CH3:18])[O:7][C@H:6]1[N:26]1[CH:34]=[N:33][C:32]2[C:27]1=[N:28][CH:29]=[N:30][C:31]=2[NH:38][C@@H:41]1[C:42]2[C:9](=[CH:5][CH:6]=[CH:43][CH:44]=2)[CH2:8][CH2:14]1)(=[O:3])[CH3:2], predict the reactants needed to synthesize it. The reactants are: [C:1]([O:4][C@H:5]1[C@H:9]([O:10][C:11](=[O:13])[CH3:12])[C@@H:8]([CH2:14][O:15][Si:16]([CH:23]([CH3:25])[CH3:24])([CH:20]([CH3:22])[CH3:21])[CH:17]([CH3:19])[CH3:18])[O:7][C@H:6]1[N:26]1[CH:34]=[N:33][C:32]2[C:27]1=[N:28][CH:29]=[N:30][C:31]=2Br)(=[O:3])[CH3:2].C([N:38]([CH2:41][CH3:42])CC)C.[CH2:43](O)[CH3:44]. (4) Given the product [C:1]([C:3]1[CH:4]=[CH:5][C:6]([NH:22][C@H:23]([CH3:26])[CH2:24][OH:25])=[C:7]([CH:21]=1)[C:8]([NH:10][CH2:11][C:12]1[CH:20]=[CH:19][C:15]2[O:16][CH2:17][O:18][C:14]=2[CH:13]=1)=[O:9])(=[O:27])[NH2:2], predict the reactants needed to synthesize it. The reactants are: [C:1]([C:3]1[CH:4]=[CH:5][C:6]([NH:22][C@H:23]([CH3:26])[CH2:24][OH:25])=[C:7]([CH:21]=1)[C:8]([NH:10][CH2:11][C:12]1[CH:20]=[CH:19][C:15]2[O:16][CH2:17][O:18][C:14]=2[CH:13]=1)=[O:9])#[N:2].[OH-:27].[Na+]. (5) Given the product [CH3:30][O:31][C:32]1[CH:43]=[C:42]([O:44][CH3:45])[CH:41]=[CH:40][C:33]=1[CH2:34][NH:35][C:36](=[O:39])[CH2:37][CH:17]1[CH2:18][CH2:19][C:14]([O:13][CH2:11][CH3:12])=[CH:15][C:16]1=[O:20], predict the reactants needed to synthesize it. The reactants are: C[Si](C)(C)[N-][Si](C)(C)C.[Li+].[CH2:11]([O:13][C:14]1[CH2:19][CH2:18][CH2:17][C:16](=[O:20])[CH:15]=1)[CH3:12].CN1CCCN(C)C1=O.[CH3:30][O:31][C:32]1[CH:43]=[C:42]([O:44][CH3:45])[CH:41]=[CH:40][C:33]=1[CH2:34][NH:35][C:36](=[O:39])[CH2:37]I.